This data is from Full USPTO retrosynthesis dataset with 1.9M reactions from patents (1976-2016). The task is: Predict the reactants needed to synthesize the given product. (1) Given the product [C:25]([Si:22]([CH3:24])([CH3:23])[N:19]1[C:16]2=[N:17][CH:18]=[C:13]([Sn:29]([CH2:34][CH2:35][CH2:36][CH3:37])([CH2:38][CH2:39][CH2:40][CH3:41])[CH2:30][CH2:31][CH2:32][CH3:33])[CH:14]=[C:15]2[CH:21]=[CH:20]1)([CH3:28])([CH3:27])[CH3:26], predict the reactants needed to synthesize it. The reactants are: [Li]CCCC.CCCCCC.Br[C:13]1[CH:14]=[C:15]2[CH:21]=[CH:20][N:19]([Si:22]([C:25]([CH3:28])([CH3:27])[CH3:26])([CH3:24])[CH3:23])[C:16]2=[N:17][CH:18]=1.[Sn:29](I)([CH2:38][CH2:39][CH2:40][CH3:41])([CH2:34][CH2:35][CH2:36][CH3:37])[CH2:30][CH2:31][CH2:32][CH3:33]. (2) Given the product [NH2:19][CH2:18][CH2:17][NH:20][S:8]([C:5]1[CH:6]=[CH:7][C:2]([Br:1])=[CH:3][C:4]=1[O:12][C:13]([F:16])([F:15])[F:14])(=[O:10])=[O:9], predict the reactants needed to synthesize it. The reactants are: [Br:1][C:2]1[CH:7]=[CH:6][C:5]([S:8](Cl)(=[O:10])=[O:9])=[C:4]([O:12][C:13]([F:16])([F:15])[F:14])[CH:3]=1.[CH2:17]([NH2:20])[CH2:18][NH2:19]. (3) Given the product [F:2][C:3]1[CH:11]=[C:10]2[C:6]([C:7]([C:21]3[CH:22]=[N:23][N:24]([CH:26]4[CH2:31][CH2:30][N:29]([C:44]([NH2:43])=[O:45])[CH2:28][CH2:27]4)[CH:25]=3)=[CH:8][N:9]2[S:12]([C:15]2[CH:16]=[CH:17][CH:18]=[CH:19][CH:20]=2)(=[O:13])=[O:14])=[CH:5][CH:4]=1, predict the reactants needed to synthesize it. The reactants are: Cl.[F:2][C:3]1[CH:11]=[C:10]2[C:6]([C:7]([C:21]3[CH:22]=[N:23][N:24]([CH:26]4[CH2:31][CH2:30][NH:29][CH2:28][CH2:27]4)[CH:25]=3)=[CH:8][N:9]2[S:12]([C:15]2[CH:20]=[CH:19][CH:18]=[CH:17][CH:16]=2)(=[O:14])=[O:13])=[CH:5][CH:4]=1.CCN(CC)CC.C[Si]([N:43]=[C:44]=[O:45])(C)C. (4) Given the product [Cl:1][C:2]1[C:3]([CH3:38])=[N:4][O:5][C:6]=1[N:7]([CH2:32][O:33][CH2:34][CH2:35][O:36][CH3:37])[S:8]([C:11]1[C:19]2[C:14](=[N:15][CH:16]=[CH:17][CH:18]=2)[S:13][C:12]=1[CH2:20][C:21]1[CH:26]=[C:25]2[O:27][CH2:28][O:29][C:24]2=[CH:23][C:22]=1[CH3:30])(=[O:9])=[O:10], predict the reactants needed to synthesize it. The reactants are: [Cl:1][C:2]1[C:3]([CH3:38])=[N:4][O:5][C:6]=1[N:7]([CH2:32][O:33][CH2:34][CH2:35][O:36][CH3:37])[S:8]([C:11]1[C:19]2[C:14](=[N:15][CH:16]=[CH:17][CH:18]=2)[S:13][C:12]=1[CH:20](O)[C:21]1[CH:26]=[C:25]2[O:27][CH2:28][O:29][C:24]2=[CH:23][C:22]=1[CH3:30])(=[O:10])=[O:9].C([SiH](CC)CC)C.B(F)(F)F.CCOCC.